Dataset: Forward reaction prediction with 1.9M reactions from USPTO patents (1976-2016). Task: Predict the product of the given reaction. Given the reactants [F:1][C:2]1[CH:7]=[C:6]([C:8]([F:11])([F:10])[F:9])[CH:5]=[CH:4][C:3]=1[C:12]1[C:13]2[CH2:20][CH2:19][CH:18]([CH2:21][C:22]([N:24]([CH3:26])[CH3:25])=[O:23])[C:14]=2[CH:15]=[N:16][CH:17]=1.N1CC[CH2:29][CH2:28]1, predict the reaction product. The product is: [F:1][C:2]1[CH:7]=[C:6]([C:8]([F:11])([F:9])[F:10])[CH:5]=[CH:4][C:3]=1[C:12]1[C:13]2[CH2:20][CH2:19][CH:18]([CH2:21][C:22]([N:24]3[CH2:25][CH2:29][CH2:28][CH2:26]3)=[O:23])[C:14]=2[CH:15]=[N:16][CH:17]=1.